Dataset: Retrosynthesis with 50K atom-mapped reactions and 10 reaction types from USPTO. Task: Predict the reactants needed to synthesize the given product. (1) Given the product COC(=O)C(Br)c1ccc(OCOc2ccc(Cl)cc2)cc1, predict the reactants needed to synthesize it. The reactants are: COC(=O)Cc1ccc(OCOc2ccc(Cl)cc2)cc1.O=C1CCC(=O)N1Br. (2) The reactants are: COc1ccc2c(c1)CC(C(=O)O)CC2.Nc1ccc(Cl)c(C(F)(F)F)c1. Given the product COc1ccc2c(c1)CC(C(=O)Nc1ccc(Cl)c(C(F)(F)F)c1)CC2, predict the reactants needed to synthesize it. (3) Given the product CC(C)(C)OC(=O)n1nc(CBr)c2cc(Br)cnc21, predict the reactants needed to synthesize it. The reactants are: Cc1nn(C(=O)OC(C)(C)C)c2ncc(Br)cc12.O=C1CCC(=O)N1Br. (4) Given the product CN(C)CC(=O)N1CCC(Oc2ccc3ncnc(Nc4ccc(O)cc4)c3c2)CC1, predict the reactants needed to synthesize it. The reactants are: CN(C)CC(=O)N1CCC(Oc2ccc3ncnc(Cl)c3c2)CC1.Nc1ccc(O)cc1. (5) Given the product c1ccc(-c2cc3ccccc3s2)nc1, predict the reactants needed to synthesize it. The reactants are: Brc1ccccn1.OB(O)c1cc2ccccc2s1. (6) Given the product Cc1cc(C)c(C(O)c2cccc(-n3ccnc3)c2)c(C)c1, predict the reactants needed to synthesize it. The reactants are: Cc1cc(C)c(C(=O)c2cccc(-n3ccnc3)c2)c(C)c1. (7) Given the product CCCCCCC(=O)c1cc2cc(Cl)ccc2n1C, predict the reactants needed to synthesize it. The reactants are: CCCCCCC(=O)c1cc2cc(Cl)ccc2[nH]1.CI. (8) Given the product Cc1cc(C)n(-c2cnc(C=O)c(Nc3ccc(Cl)cc3)n2)n1, predict the reactants needed to synthesize it. The reactants are: Cc1cc(C)n(-c2cnc(C3OCCO3)c(Nc3ccc(Cl)cc3)n2)n1. (9) Given the product COC1OC(=O)C=C1C(CCCc1ccccc1)OC(C)=O, predict the reactants needed to synthesize it. The reactants are: CC(=O)OC(CCCc1ccccc1)C1=CC(=O)OC1O.Cc1ccc(S(=O)(=O)O)cc1.